This data is from Catalyst prediction with 721,799 reactions and 888 catalyst types from USPTO. The task is: Predict which catalyst facilitates the given reaction. (1) Reactant: [CH3:1][C:2]1[C:3]([NH:9][CH:10]2[C:19]3[N:18]=[CH:17][CH:16]=[CH:15][C:14]=3[CH2:13][CH2:12][CH2:11]2)=[N:4][CH:5]=[C:6]([CH3:8])[CH:7]=1.[C:20]([Si:24]([CH3:32])([CH3:31])[O:25][CH2:26][CH2:27][CH2:28][CH:29]=O)([CH3:23])([CH3:22])[CH3:21].[BH-](OC(C)=O)(OC(C)=O)OC(C)=O.[Na+]. Product: [C:20]([Si:24]([CH3:31])([CH3:32])[O:25][CH2:26][CH2:27][CH2:28][CH2:29][N:9]([C:3]1[C:2]([CH3:1])=[CH:7][C:6]([CH3:8])=[CH:5][N:4]=1)[CH:10]1[C:19]2[N:18]=[CH:17][CH:16]=[CH:15][C:14]=2[CH2:13][CH2:12][CH2:11]1)([CH3:23])([CH3:22])[CH3:21]. The catalyst class is: 2. (2) Reactant: [C:1]([Si:5]([CH3:24])([CH3:23])[O:6][C:7]1[CH:16]=[C:15]2[C:10]([C:11]([CH:18]3[CH2:22][CH2:21][CH2:20][CH2:19]3)=[CH:12][C:13](=[O:17])[O:14]2)=[CH:9][CH:8]=1)([CH3:4])([CH3:3])[CH3:2].CC(C[AlH]CC(C)C)C. Product: [C:1]([Si:5]([CH3:24])([CH3:23])[O:6][C:7]1[CH:16]=[C:15]2[C:10]([C:11]([CH:18]3[CH2:22][CH2:21][CH2:20][CH2:19]3)=[CH:12][CH:13]([OH:17])[O:14]2)=[CH:9][CH:8]=1)([CH3:4])([CH3:3])[CH3:2]. The catalyst class is: 11.